Task: Predict which catalyst facilitates the given reaction.. Dataset: Catalyst prediction with 721,799 reactions and 888 catalyst types from USPTO (1) Reactant: C[Si](C)(C)[O:3][C:4]1[CH2:11][C:8]2([CH2:10][CH2:9]2)[CH:7]([C:12]([O:14][CH2:15][CH3:16])=[O:13])[CH2:6][CH:5]=1.[F-].[K+]. Product: [O:3]=[C:4]1[CH2:11][C:8]2([CH2:9][CH2:10]2)[CH:7]([C:12]([O:14][CH2:15][CH3:16])=[O:13])[CH2:6][CH2:5]1. The catalyst class is: 5. (2) Product: [O:18]1[CH:19]=[CH:20][CH:21]=[C:17]1[C:13]1[O:14][C:15]([CH3:16])=[C:11]([CH2:10][O:9][C:6]2[N:7]=[CH:8][C:3]([CH2:2][O:22][C:23]3[C:27]([CH:28]=[O:29])=[CH:26][N:25]([C:30]4[CH:31]=[CH:32][CH:33]=[CH:34][CH:35]=4)[N:24]=3)=[CH:4][CH:5]=2)[N:12]=1. The catalyst class is: 6. Reactant: Cl[CH2:2][C:3]1[CH:4]=[CH:5][C:6]([O:9][CH2:10][C:11]2[N:12]=[C:13]([C:17]3[O:18][CH:19]=[CH:20][CH:21]=3)[O:14][C:15]=2[CH3:16])=[N:7][CH:8]=1.[OH:22][C:23]1[C:27]([CH:28]=[O:29])=[CH:26][N:25]([C:30]2[CH:35]=[CH:34][CH:33]=[CH:32][CH:31]=2)[N:24]=1.CN(C)C=O.[H-].[Na+].